This data is from Reaction yield outcomes from USPTO patents with 853,638 reactions. The task is: Predict the reaction yield, written as a fraction of the theoretical maximum amount of product (1.0 means a 100% yield; for example, 0.34 means a 34% yield). The reactants are Br[C:2]1[CH:7]=[CH:6][CH:5]=[CH:4][C:3]=1[CH2:8][CH2:9][C:10]([N:12]([CH:22]([CH3:24])[CH3:23])[NH:13][C:14](=[O:21])[C:15]1[CH:20]=[CH:19][CH:18]=[CH:17][CH:16]=1)=[O:11].C([O-])([O-])=O.[Na+].[Na+].[CH:31]([C:34]1[CH:35]=[CH:36][C:37]([O:43][CH3:44])=[C:38](B(O)O)[CH:39]=1)([CH3:33])[CH3:32]. The product is [CH:31]([C:34]1[CH:35]=[CH:36][C:37]([O:43][CH3:44])=[C:38]([C:2]2[CH:7]=[CH:6][CH:5]=[CH:4][C:3]=2[CH2:8][CH2:9][C:10]([N:12]([CH:22]([CH3:24])[CH3:23])[NH:13][C:14](=[O:21])[C:15]2[CH:20]=[CH:19][CH:18]=[CH:17][CH:16]=2)=[O:11])[CH:39]=1)([CH3:33])[CH3:32]. The yield is 0.310. The catalyst is COCCOC.